Dataset: Full USPTO retrosynthesis dataset with 1.9M reactions from patents (1976-2016). Task: Predict the reactants needed to synthesize the given product. (1) Given the product [Cl:1][C:2]1[C:7]([Cl:8])=[C:6]([N:15]2[CH2:16][CH2:17][C:12]([F:11])([C:18]3[CH:19]=[CH:20][CH:21]=[CH:22][CH:23]=3)[CH2:13][CH2:14]2)[CH:5]=[CH:4][N:3]=1, predict the reactants needed to synthesize it. The reactants are: [Cl:1][C:2]1[C:7]([Cl:8])=[C:6](I)[CH:5]=[CH:4][N:3]=1.Cl.[F:11][C:12]1([C:18]2[CH:23]=[CH:22][CH:21]=[CH:20][CH:19]=2)[CH2:17][CH2:16][NH:15][CH2:14][CH2:13]1.CCN(C(C)C)C(C)C.C([O-])(O)=O.[Na+]. (2) Given the product [CH3:1][O:2][C:3](=[O:34])[CH2:4][C@H:5]1[C:9]2[CH:10]=[CH:11][C:12]([O:14][C@H:15]3[C:23]4[C:18](=[C:19]([C:36]5[C:41]([CH3:42])=[CH:40][C:39]([C:43]6[N:44]=[C:45]([CH3:49])[N:46]([CH3:48])[CH:47]=6)=[CH:38][C:37]=5[CH3:50])[CH:20]=[CH:21][C:22]=4[F:24])[CH2:17][CH2:16]3)=[CH:13][C:8]=2[O:7][CH2:6]1, predict the reactants needed to synthesize it. The reactants are: [CH3:1][O:2][C:3](=[O:34])[CH2:4][C@H:5]1[C:9]2[CH:10]=[CH:11][C:12]([O:14][C@H:15]3[C:23]4[C:18](=[C:19](B5OC(C)(C)C(C)(C)O5)[CH:20]=[CH:21][C:22]=4[F:24])[CH2:17][CH2:16]3)=[CH:13][C:8]=2[O:7][CH2:6]1.Cl[C:36]1[C:41]([CH3:42])=[CH:40][C:39]([C:43]2[N:44]=[C:45]([CH3:49])[N:46]([CH3:48])[CH:47]=2)=[CH:38][C:37]=1[CH3:50].BrC1C=CC(F)=C2C=1CC[C@H]2OC1C=CC2[C@H](CC(OC)=O)COC=2C=1.